The task is: Predict which catalyst facilitates the given reaction.. This data is from Catalyst prediction with 721,799 reactions and 888 catalyst types from USPTO. (1) Reactant: [NH2:1][C:2]1[S:3][C:4]([C:14]([NH2:16])=[O:15])=[C:5]([C:7]2[CH:12]=[CH:11][CH:10]=[C:9]([Cl:13])[CH:8]=2)[N:6]=1.[C:17]([O:21][C:22]([N:24]1[CH2:29][CH2:28][CH:27]([O:30][C:31]2[CH:36]=[CH:35][C:34]([N+:37]([O-:39])=[O:38])=[C:33](F)[CH:32]=2)[CH2:26][CH2:25]1)=[O:23])([CH3:20])([CH3:19])[CH3:18].CN(C)C=O.C(=O)([O-])[O-].[Cs+].[Cs+]. Product: [C:17]([O:21][C:22]([N:24]1[CH2:29][CH2:28][CH:27]([O:30][C:31]2[CH:32]=[CH:33][C:34]([N+:37]([O-:39])=[O:38])=[C:35]([NH:1][C:2]3[S:3][C:4]([C:14](=[O:15])[NH2:16])=[C:5]([C:7]4[CH:12]=[CH:11][CH:10]=[C:9]([Cl:13])[CH:8]=4)[N:6]=3)[CH:36]=2)[CH2:26][CH2:25]1)=[O:23])([CH3:20])([CH3:18])[CH3:19]. The catalyst class is: 84. (2) Reactant: [NH2:1][CH2:2][CH2:3][CH2:4][N:5]1[C:9]([C:10]([N:12]2[CH2:17][CH2:16][N:15](C(OC(C)(C)C)=O)[CH2:14][CH2:13]2)=[O:11])=[C:8]([C:25]2[CH:30]=[CH:29][CH:28]=[CH:27][CH:26]=2)[N:7]([C:31]2[CH:36]=[CH:35][CH:34]=[CH:33][C:32]=2[CH3:37])[C:6]1=[O:38].[C:39]1([N:45]=[C:46]=[O:47])[CH:44]=[CH:43][CH:42]=[CH:41][CH:40]=1. Product: [O:38]=[C:6]1[N:7]([C:31]2[CH:36]=[CH:35][CH:34]=[CH:33][C:32]=2[CH3:37])[C:8]([C:25]2[CH:30]=[CH:29][CH:28]=[CH:27][CH:26]=2)=[C:9]([C:10]([N:12]2[CH2:17][CH2:16][NH:15][CH2:14][CH2:13]2)=[O:11])[N:5]1[CH2:4][CH2:3][CH2:2][NH:1][C:46]([NH:45][C:39]1[CH:44]=[CH:43][CH:42]=[CH:41][CH:40]=1)=[O:47]. The catalyst class is: 2. (3) Reactant: C(O)(C(F)(F)F)=O.[O:8]1[CH2:13][CH2:12][N:11]([C:14]2[CH:43]=[CH:42][C:17]3[NH:18][C:19]([C:21]4[C:29]5[C:24](=[CH:25][CH:26]=[C:27]([NH:30][C:31]([CH:33]6[CH2:35][CH2:34]6)=[O:32])[CH:28]=5)[N:23](C5CCCCO5)[N:22]=4)=[N:20][C:16]=3[CH:15]=2)[CH2:10][CH2:9]1. Product: [O:8]1[CH2:9][CH2:10][N:11]([C:14]2[CH:43]=[CH:42][C:17]3[NH:18][C:19]([C:21]4[C:29]5[C:24](=[CH:25][CH:26]=[C:27]([NH:30][C:31]([CH:33]6[CH2:34][CH2:35]6)=[O:32])[CH:28]=5)[NH:23][N:22]=4)=[N:20][C:16]=3[CH:15]=2)[CH2:12][CH2:13]1. The catalyst class is: 2. (4) Reactant: C([Li])CCC.Br[C:7]1[CH:21]=[CH:20][C:10]([CH2:11][NH:12][C:13]([O:15][C:16]([CH3:19])([CH3:18])[CH3:17])=[O:14])=[C:9]([Cl:22])[CH:8]=1.[CH3:23][C:24]([CH3:29])([CH3:28])[CH2:25][CH:26]=[O:27]. Product: [C:16]([O:15][C:13]([NH:12][CH2:11][C:10]1[CH:20]=[CH:21][C:7]([CH:26]([OH:27])[CH2:25][C:24]([CH3:29])([CH3:28])[CH3:23])=[CH:8][C:9]=1[Cl:22])=[O:14])([CH3:19])([CH3:18])[CH3:17]. The catalyst class is: 27.